Dataset: Catalyst prediction with 721,799 reactions and 888 catalyst types from USPTO. Task: Predict which catalyst facilitates the given reaction. Reactant: [C:1]([O:4][NH:5][C:6](=[NH:22])[CH2:7][C:8]1([N:13]2[C:17]3=[N:18][CH:19]=[CH:20][CH:21]=[C:16]3[CH:15]=[CH:14]2)[CH2:12][CH2:11][CH2:10][CH2:9]1)(=[O:3])[CH3:2]. Product: [C:1]([OH:4])(=[O:3])[CH3:2].[N:13]1([C:8]2([CH2:7][C:6]([NH2:22])=[NH:5])[CH2:12][CH2:11][CH2:10][CH2:9]2)[C:17]2=[N:18][CH:19]=[CH:20][CH:21]=[C:16]2[CH:15]=[CH:14]1. The catalyst class is: 29.